This data is from Catalyst prediction with 721,799 reactions and 888 catalyst types from USPTO. The task is: Predict which catalyst facilitates the given reaction. (1) Reactant: [C:1]([O:5][C:6]([N:8]1[CH2:13][CH2:12][N:11]([C:14]2[CH:19]=[CH:18][C:17]([N+:20]([O-])=O)=[CH:16][C:15]=2[C:23]#[N:24])[CH2:10][CH2:9]1)=[O:7])([CH3:4])([CH3:3])[CH3:2].[Cl-].[NH4+]. Product: [C:1]([O:5][C:6]([N:8]1[CH2:13][CH2:12][N:11]([C:14]2[CH:19]=[CH:18][C:17]([NH2:20])=[CH:16][C:15]=2[C:23]#[N:24])[CH2:10][CH2:9]1)=[O:7])([CH3:4])([CH3:2])[CH3:3]. The catalyst class is: 284. (2) Reactant: [Cl:1][C:2]1[CH:3]=[C:4]([NH:9][C:10]([CH:12]2[CH2:17][CH2:16][N:15]([CH2:18][C@@H:19]3[CH2:24][CH2:23][CH2:22][NH:21][CH2:20]3)[CH2:14][CH2:13]2)=[O:11])[CH:5]=[CH:6][C:7]=1[Cl:8].C(=O)([O-])[O-].[K+].[K+].[CH2:31](Br)[CH3:32]. Product: [Cl:1][C:2]1[CH:3]=[C:4]([NH:9][C:10]([CH:12]2[CH2:13][CH2:14][N:15]([CH2:18][C@@H:19]3[CH2:24][CH2:23][CH2:22][N:21]([CH2:31][CH3:32])[CH2:20]3)[CH2:16][CH2:17]2)=[O:11])[CH:5]=[CH:6][C:7]=1[Cl:8]. The catalyst class is: 9.